Dataset: NCI-60 drug combinations with 297,098 pairs across 59 cell lines. Task: Regression. Given two drug SMILES strings and cell line genomic features, predict the synergy score measuring deviation from expected non-interaction effect. (1) Drug 1: CC(CN1CC(=O)NC(=O)C1)N2CC(=O)NC(=O)C2. Drug 2: C1C(C(OC1N2C=NC(=NC2=O)N)CO)O. Cell line: A549. Synergy scores: CSS=30.0, Synergy_ZIP=1.30, Synergy_Bliss=-2.93, Synergy_Loewe=-2.62, Synergy_HSA=-1.68. (2) Drug 1: C1=NC2=C(N=C(N=C2N1C3C(C(C(O3)CO)O)F)Cl)N. Drug 2: CC1CCC2CC(C(=CC=CC=CC(CC(C(=O)C(C(C(=CC(C(=O)CC(OC(=O)C3CCCCN3C(=O)C(=O)C1(O2)O)C(C)CC4CCC(C(C4)OC)OCCO)C)C)O)OC)C)C)C)OC. Cell line: HCC-2998. Synergy scores: CSS=14.7, Synergy_ZIP=-1.80, Synergy_Bliss=-2.14, Synergy_Loewe=-19.2, Synergy_HSA=-1.58. (3) Drug 1: C(CN)CNCCSP(=O)(O)O. Drug 2: CC1C(C(CC(O1)OC2CC(CC3=C2C(=C4C(=C3O)C(=O)C5=C(C4=O)C(=CC=C5)OC)O)(C(=O)CO)O)N)O.Cl. Cell line: RPMI-8226. Synergy scores: CSS=33.6, Synergy_ZIP=-2.03, Synergy_Bliss=-5.15, Synergy_Loewe=-16.7, Synergy_HSA=-3.97. (4) Drug 1: CN1CCC(CC1)COC2=C(C=C3C(=C2)N=CN=C3NC4=C(C=C(C=C4)Br)F)OC. Drug 2: CN1C(=O)N2C=NC(=C2N=N1)C(=O)N. Cell line: SR. Synergy scores: CSS=19.0, Synergy_ZIP=0.0803, Synergy_Bliss=-2.75, Synergy_Loewe=-7.37, Synergy_HSA=-2.66. (5) Drug 1: CC1C(C(=O)NC(C(=O)N2CCCC2C(=O)N(CC(=O)N(C(C(=O)O1)C(C)C)C)C)C(C)C)NC(=O)C3=C4C(=C(C=C3)C)OC5=C(C(=O)C(=C(C5=N4)C(=O)NC6C(OC(=O)C(N(C(=O)CN(C(=O)C7CCCN7C(=O)C(NC6=O)C(C)C)C)C)C(C)C)C)N)C. Drug 2: C1=CN(C(=O)N=C1N)C2C(C(C(O2)CO)O)O.Cl. Cell line: NCI-H460. Synergy scores: CSS=20.5, Synergy_ZIP=-6.46, Synergy_Bliss=-8.65, Synergy_Loewe=-13.7, Synergy_HSA=-7.31. (6) Drug 1: COC1=CC(=CC(=C1O)OC)C2C3C(COC3=O)C(C4=CC5=C(C=C24)OCO5)OC6C(C(C7C(O6)COC(O7)C8=CC=CS8)O)O. Drug 2: CCC1=C2CN3C(=CC4=C(C3=O)COC(=O)C4(CC)O)C2=NC5=C1C=C(C=C5)O. Cell line: MALME-3M. Synergy scores: CSS=31.5, Synergy_ZIP=-10.9, Synergy_Bliss=-1.34, Synergy_Loewe=0.156, Synergy_HSA=2.10.